This data is from NCI-60 drug combinations with 297,098 pairs across 59 cell lines. The task is: Regression. Given two drug SMILES strings and cell line genomic features, predict the synergy score measuring deviation from expected non-interaction effect. (1) Drug 1: CN1C(=O)N2C=NC(=C2N=N1)C(=O)N. Drug 2: CC12CCC3C(C1CCC2OP(=O)(O)O)CCC4=C3C=CC(=C4)OC(=O)N(CCCl)CCCl.[Na+]. Cell line: SNB-75. Synergy scores: CSS=-0.877, Synergy_ZIP=-3.69, Synergy_Bliss=-8.72, Synergy_Loewe=-14.2, Synergy_HSA=-11.1. (2) Drug 1: B(C(CC(C)C)NC(=O)C(CC1=CC=CC=C1)NC(=O)C2=NC=CN=C2)(O)O. Drug 2: N.N.Cl[Pt+2]Cl. Cell line: M14. Synergy scores: CSS=81.9, Synergy_ZIP=-8.27, Synergy_Bliss=-4.15, Synergy_Loewe=-12.6, Synergy_HSA=-1.54.